This data is from Reaction yield outcomes from USPTO patents with 853,638 reactions. The task is: Predict the reaction yield, written as a fraction of the theoretical maximum amount of product (1.0 means a 100% yield; for example, 0.34 means a 34% yield). (1) The catalyst is C1(C)C=CC=CC=1.O1CCCC1. The yield is 0.310. The product is [NH2:1][C:2]1[CH:3]=[CH:4][C:5]([C:8]2[CH:9]=[CH:10][C:11]([C:14]34[CH2:22][CH2:21][C:17]([CH2:23][OH:24])([CH2:18][CH2:19]3)[CH2:16][O:15]4)=[CH:12][CH:13]=2)=[N:6][CH:7]=1. The reactants are [NH2:1][C:2]1[CH:3]=[CH:4][C:5]([C:8]2[CH:13]=[CH:12][C:11]([C:14]34[CH2:22][CH2:21][C:17]([CH2:23][OH:24])([CH2:18][CH:19]3Br)[CH2:16][O:15]4)=[CH:10][CH:9]=2)=[N:6][CH:7]=1.CC(N=NC(C#N)(C)C)(C#N)C.CCCC[SnH](CCCC)CCCC. (2) The reactants are [Br:1][C:2]1[CH:3]=[C:4]2[C:9](=[CH:10][CH:11]=1)[O:8][CH2:7][CH2:6][C:5]2=O.[CH3:13][C:14]([S:17]([NH2:19])=[O:18])([CH3:16])[CH3:15].CCCCCCC. The catalyst is C1COCC1.[O-]CC.[Ti+4].[O-]CC.[O-]CC.[O-]CC. The product is [Br:1][C:2]1[CH:3]=[C:4]2[C:9](=[CH:10][CH:11]=1)[O:8][CH2:7][CH2:6][C:5]2=[N:19][S:17]([C:14]([CH3:16])([CH3:15])[CH3:13])=[O:18]. The yield is 0.830. (3) The reactants are [CH3:1][NH:2][C:3]([C:5]1[CH:13]=[CH:12][C:8]([C:9](O)=[O:10])=[CH:7][CH:6]=1)=[O:4].CCN(C(C)C)C(C)C.CN(C(ON1N=NC2C=CC=NC1=2)=[N+](C)C)C.F[P-](F)(F)(F)(F)F.Cl.[N:48]1[C:57]2[C:52](=[CH:53][CH:54]=[CH:55][CH:56]=2)[CH:51]=[C:50]([C:58]2[CH:59]=[CH:60][C:61]3[O:67][CH2:66][CH2:65][N:64]=[CH:63][C:62]=3[CH:68]=2)[CH:49]=1. The catalyst is CN(C=O)C.C([O-])(O)=O.[Na+]. The product is [CH3:1][NH:2][C:3](=[O:4])[C:5]1[CH:13]=[CH:12][C:8]([C:9]([N:64]2[CH2:63][C:62]3[CH:68]=[C:58]([C:50]4[CH:49]=[N:48][C:57]5[C:52]([CH:51]=4)=[CH:53][CH:54]=[CH:55][CH:56]=5)[CH:59]=[CH:60][C:61]=3[O:67][CH2:66][CH2:65]2)=[O:10])=[CH:7][CH:6]=1. The yield is 0.310. (4) The reactants are [C:1]1([OH:11])[C:10]2[C:5](=[CH:6][CH:7]=[CH:8][CH:9]=2)[CH:4]=[CH:3][CH:2]=1.C([O-])([O-])=O.[K+].[K+].Br[CH2:19][CH2:20][OH:21]. The catalyst is CN(C=O)C.O. The product is [C:1]1([O:11][CH2:19][CH2:20][OH:21])[C:10]2[C:5](=[CH:6][CH:7]=[CH:8][CH:9]=2)[CH:4]=[CH:3][CH:2]=1. The yield is 0.670. (5) The reactants are Cl.[C:2]([C:6]1[CH:17]=[CH:16][CH:15]=[CH:14][C:7]=1[O:8][CH:9]1[CH2:13][CH2:12][NH:11][CH2:10]1)([CH3:5])([CH3:4])[CH3:3].Cl.[N:19]1[CH:24]=[CH:23][CH:22]=[CH:21][C:20]=1[C:25](Cl)=[O:26]. The catalyst is N1C=CC=CC=1. The product is [C:2]([C:6]1[CH:17]=[CH:16][CH:15]=[CH:14][C:7]=1[O:8][CH:9]1[CH2:13][CH2:12][N:11]([C:25]([C:20]2[CH:21]=[CH:22][CH:23]=[CH:24][N:19]=2)=[O:26])[CH2:10]1)([CH3:5])([CH3:3])[CH3:4]. The yield is 0.430.